Task: Predict the reaction yield, written as a fraction of the theoretical maximum amount of product (1.0 means a 100% yield; for example, 0.34 means a 34% yield).. Dataset: Reaction yield outcomes from USPTO patents with 853,638 reactions (1) The reactants are [F:1][C:2]1[CH:3]=[C:4]([OH:8])[CH:5]=[CH:6][CH:7]=1.F[C:10]1[CH:11]=[C:12]([CH:15]=[CH:16][CH:17]=1)[C:13]#[N:14].CC(C)([O-])C.[K+].C(OCC)(=O)C. The catalyst is CS(C)=O.O. The product is [F:1][C:2]1[CH:3]=[C:4]([CH:5]=[CH:6][CH:7]=1)[O:8][C:10]1[CH:11]=[C:12]([CH:15]=[CH:16][CH:17]=1)[C:13]#[N:14]. The yield is 0.330. (2) The reactants are Br[C:2]1[C:12]2[O:11][CH2:10][CH2:9][N:8]([C:13]([O:15][C:16]([CH3:19])([CH3:18])[CH3:17])=[O:14])[CH2:7][C:6]=2[CH:5]=[CH:4][CH:3]=1.[C:20](B1OC(C)(C)C(C)(C)O1)([CH3:22])=[CH2:21].C(=O)([O-])[O-].[Na+].[Na+].O. The catalyst is C(COC)OC.C1C=CC([P]([Pd]([P](C2C=CC=CC=2)(C2C=CC=CC=2)C2C=CC=CC=2)([P](C2C=CC=CC=2)(C2C=CC=CC=2)C2C=CC=CC=2)[P](C2C=CC=CC=2)(C2C=CC=CC=2)C2C=CC=CC=2)(C2C=CC=CC=2)C2C=CC=CC=2)=CC=1. The product is [CH3:22][C:20]([C:2]1[C:12]2[O:11][CH2:10][CH2:9][N:8]([C:13]([O:15][C:16]([CH3:19])([CH3:18])[CH3:17])=[O:14])[CH2:7][C:6]=2[CH:5]=[CH:4][CH:3]=1)=[CH2:21]. The yield is 0.770. (3) The product is [CH3:39][O:38][C:35](=[O:37])[CH2:36][N:23]1[C:24]2[C:20](=[CH:19][C:18]([S:15]([N:12]3[CH2:11][CH2:10][N:9]([C:6]4[CH:7]=[CH:8][C:3]([C:2]([F:27])([F:1])[F:28])=[CH:4][CH:5]=4)[CH2:14][CH2:13]3)(=[O:17])=[O:16])=[CH:26][CH:25]=2)[CH:21]=[CH:22]1. The catalyst is C(#N)C. The yield is 0.990. The reactants are [F:1][C:2]([F:28])([F:27])[C:3]1[CH:8]=[CH:7][C:6]([N:9]2[CH2:14][CH2:13][N:12]([S:15]([C:18]3[CH:19]=[C:20]4[C:24](=[CH:25][CH:26]=3)[NH:23][CH:22]=[CH:21]4)(=[O:17])=[O:16])[CH2:11][CH2:10]2)=[CH:5][CH:4]=1.C(=O)([O-])[O-].[Cs+].[Cs+].[C:35]([O:38][CH2:39]C)(=[O:37])[CH3:36]. (4) The reactants are [NH:1]1[CH:5]=[CH:4][C:3]([C:6]2[C:14]3[C:13]([NH:15][C@H:16]([C:18]4[N:23]([C:24]5[CH:29]=[CH:28][CH:27]=[CH:26][CH:25]=5)[C:22](=[O:30])[C:21]5=[C:31]([CH3:34])[CH:32]=[CH:33][N:20]5[N:19]=4)[CH3:17])=[N:12][CH:11]=[N:10][C:9]=3[N:8]([CH2:35][O:36][CH2:37][CH2:38][Si:39]([CH3:42])([CH3:41])[CH3:40])[CH:7]=2)=[N:2]1.[CH3:43][O:44][C:45]1[CH:46]=[C:47](B(O)O)[CH:48]=[CH:49][CH:50]=1.N1C=CC=CC=1.C(=O)([O-])[O-].[Na+].[Na+]. The product is [CH3:43][O:44][C:45]1[CH:50]=[C:49]([N:1]2[CH:5]=[CH:4][C:3]([C:6]3[C:14]4[C:13]([NH:15][C@H:16]([C:18]5[N:23]([C:24]6[CH:25]=[CH:26][CH:27]=[CH:28][CH:29]=6)[C:22](=[O:30])[C:21]6=[C:31]([CH3:34])[CH:32]=[CH:33][N:20]6[N:19]=5)[CH3:17])=[N:12][CH:11]=[N:10][C:9]=4[N:8]([CH2:35][O:36][CH2:37][CH2:38][Si:39]([CH3:40])([CH3:42])[CH3:41])[CH:7]=3)=[N:2]2)[CH:48]=[CH:47][CH:46]=1. The catalyst is CN(C)C=O.C([O-])(=O)C.[Cu+2].C([O-])(=O)C. The yield is 0.0900. (5) The reactants are [NH2:1][C@@H:2]([C:10]([O:12][CH3:13])=[O:11])[CH2:3][C:4]1[CH:9]=[CH:8][CH:7]=[CH:6][CH:5]=1.Cl.C(Cl)(Cl)Cl. The catalyst is C([O-])([O-])=O.[Na+].[Na+]. The product is [NH2:1][C@@H:2]([C:10]([O:12][CH3:13])=[O:11])[CH2:3][C:4]1[CH:9]=[CH:8][CH:7]=[CH:6][CH:5]=1. The yield is 0.780. (6) The yield is 0.0370. The catalyst is C(Cl)Cl.C1C=CC([P]([Pd]([P](C2C=CC=CC=2)(C2C=CC=CC=2)C2C=CC=CC=2)([P](C2C=CC=CC=2)(C2C=CC=CC=2)C2C=CC=CC=2)[P](C2C=CC=CC=2)(C2C=CC=CC=2)C2C=CC=CC=2)(C2C=CC=CC=2)C2C=CC=CC=2)=CC=1. The reactants are Br[C:2]1[S:3][CH:4]=[C:5]([C:7]([NH:9][C@@H:10]([CH3:26])[CH2:11][N:12]2[CH:16]=[CH:15][C:14]([C:17]3[CH:22]=[CH:21][C:20]([C:23]#[N:24])=[C:19]([Cl:25])[CH:18]=3)=[N:13]2)=[O:8])[N:6]=1.[O:27]1[CH2:32][CH2:31][CH2:30][CH2:29][CH:28]1[N:33]1[C:37](B2OC(C)(C)C(C)(C)O2)=[CH:36][CH:35]=[N:34]1.C1COCC1.C([O-])([O-])=O.[Na+].[Na+]. The product is [Cl:25][C:19]1[CH:18]=[C:17]([C:14]2[CH:15]=[CH:16][N:12]([CH2:11][C@@H:10]([NH:9][C:7]([C:5]3[N:6]=[C:2]([C:37]4[N:33]([CH:28]5[CH2:29][CH2:30][CH2:31][CH2:32][O:27]5)[N:34]=[CH:35][CH:36]=4)[S:3][CH:4]=3)=[O:8])[CH3:26])[N:13]=2)[CH:22]=[CH:21][C:20]=1[C:23]#[N:24]. (7) The yield is 0.330. The catalyst is C(Cl)Cl. The reactants are Br.Br.[CH2:3]1[C:9]2[CH:10]=[CH:11][C:12]([NH2:14])=[CH:13][C:8]=2[CH2:7][CH2:6][NH:5][CH2:4]1.[OH-:15].[Na+].[Cl:17][C:18]1[CH:23]=[CH:22][C:21]([S:24]([N:27]=[C:28]=[O:29])(=[O:26])=[O:25])=[CH:20][CH:19]=1.C(O[CH2:33][CH3:34])C. The product is [Cl:17][C:18]1[CH:19]=[CH:20][C:21]([S:24]([NH:27][C:28]([N:5]2[CH2:4][CH2:3][C:9]3[CH:10]=[CH:11][C:12]([NH:14][C:28](=[O:29])[NH:27][S:24]([C:34]4[CH:33]=[CH:23][C:18]([Cl:17])=[CH:19][CH:20]=4)(=[O:25])=[O:15])=[CH:13][C:8]=3[CH2:7][CH2:6]2)=[O:29])(=[O:25])=[O:26])=[CH:22][CH:23]=1. (8) The reactants are [NH2:1][CH:2]1[CH2:7][CH2:6][CH:5]([OH:8])[CH2:4][CH2:3]1.[C:9]1(=O)[C:17]2[C:12](=[CH:13][CH:14]=[CH:15][CH:16]=2)[C:11](=[O:18])[O:10]1. The catalyst is CCO. The product is [OH:8][CH:5]1[CH2:6][CH2:7][CH:2]([N:1]2[C:9](=[O:10])[C:17]3[C:12](=[CH:13][CH:14]=[CH:15][CH:16]=3)[C:11]2=[O:18])[CH2:3][CH2:4]1. The yield is 0.590.